This data is from hERG potassium channel inhibition data for cardiac toxicity prediction from Karim et al.. The task is: Regression/Classification. Given a drug SMILES string, predict its toxicity properties. Task type varies by dataset: regression for continuous values (e.g., LD50, hERG inhibition percentage) or binary classification for toxic/non-toxic outcomes (e.g., AMES mutagenicity, cardiotoxicity, hepatotoxicity). Dataset: herg_karim. (1) The result is 1 (blocker). The molecule is Cc1cccc(Nc2nc(N[C@@H]3CCNC3)ncc2C(N)=O)c1. (2) The compound is CNS(=O)(=O)c1cc(C(=O)N2CCC(CCN3[C@@H]4CC[C@@H]3CC(n3c(C)nc5ccccc53)C4)(c3cccc(F)c3)CC2)c(Cl)cc1F. The result is 0 (non-blocker).